This data is from Full USPTO retrosynthesis dataset with 1.9M reactions from patents (1976-2016). The task is: Predict the reactants needed to synthesize the given product. Given the product [CH:1]([N:4]1[C:8]([C:9]2[N:10]=[C:11]3[C:17]4[CH:18]=[CH:19][C:20]([C:22]([NH:29][O:27][CH3:28])=[O:24])=[CH:21][C:16]=4[O:15][CH2:14][CH2:13][N:12]3[CH:25]=2)=[N:7][CH:6]=[N:5]1)([CH3:3])[CH3:2], predict the reactants needed to synthesize it. The reactants are: [CH:1]([N:4]1[C:8]([C:9]2[N:10]=[C:11]3[C:17]4[CH:18]=[CH:19][C:20]([C:22]([OH:24])=O)=[CH:21][C:16]=4[O:15][CH2:14][CH2:13][N:12]3[CH:25]=2)=[N:7][CH:6]=[N:5]1)([CH3:3])[CH3:2].Cl.[O:27]([NH2:29])[CH3:28].